Dataset: Full USPTO retrosynthesis dataset with 1.9M reactions from patents (1976-2016). Task: Predict the reactants needed to synthesize the given product. (1) Given the product [CH2:9]([O:8][C:6](=[O:7])[CH2:5][C:17]([CH:12]1[CH2:16][CH2:15][CH2:14][CH2:13]1)=[O:19])[CH3:10], predict the reactants needed to synthesize it. The reactants are: [Na].C(O[C:5](=O)[C:6]([O:8][CH2:9][CH3:10])=[O:7])C.[CH:12]1([C:17](=[O:19])C)[CH2:16][CH2:15][CH2:14][CH2:13]1. (2) Given the product [Cl:1][C:2]1[CH:7]=[CH:6][C:5]([N:8]2[CH2:13][CH2:12][N:11]([C:14](=[O:26])[CH2:15][N:16]3[C:20]4=[N:21][CH:22]=[CH:23][CH:24]=[C:19]4[C:18]([C:29]#[N:30])=[N:17]3)[CH2:10][CH2:9]2)=[CH:4][C:3]=1[O:27][CH3:28], predict the reactants needed to synthesize it. The reactants are: [Cl:1][C:2]1[CH:7]=[CH:6][C:5]([N:8]2[CH2:13][CH2:12][N:11]([C:14](=[O:26])[CH2:15][N:16]3[C:20]4=[N:21][CH:22]=[CH:23][CH:24]=[C:19]4[C:18](I)=[N:17]3)[CH2:10][CH2:9]2)=[CH:4][C:3]=1[O:27][CH3:28].[CH3:29][N:30](C=O)C.O. (3) Given the product [C:13]([CH2:12][CH2:11][C:8]1[CH:9]=[CH:10][C:5]([C:3]([OH:4])=[O:22])=[CH:6][C:7]=1[N+:18]([O-:20])=[O:19])([OH:15])=[O:14], predict the reactants needed to synthesize it. The reactants are: ClC[C:3]([C:5]1[CH:10]=[CH:9][C:8]([CH2:11][CH2:12][C:13]([O:15]CC)=[O:14])=[CH:7][CH:6]=1)=[O:4].[N+:18]([O-])([OH:20])=[O:19].[OH2:22]. (4) The reactants are: FC(F)(F)C(O)=O.[CH:8]1([C:11]2[C:20]3[C:15](=[CH:16][CH:17]=[CH:18][CH:19]=3)[C:14]([N:21]3[C:25]([C:26]4[CH:31]=[CH:30][CH:29]=[CH:28][CH:27]=4)=[N:24][N:23]=[C:22]3[S:32][C:33]([CH3:42])([CH3:41])[C:34]([O:36]C(C)(C)C)=[O:35])=[CH:13][CH:12]=2)[CH2:10][CH2:9]1. Given the product [CH:8]1([C:11]2[C:20]3[C:15](=[CH:16][CH:17]=[CH:18][CH:19]=3)[C:14]([N:21]3[C:25]([C:26]4[CH:27]=[CH:28][CH:29]=[CH:30][CH:31]=4)=[N:24][N:23]=[C:22]3[S:32][C:33]([CH3:42])([CH3:41])[C:34]([OH:36])=[O:35])=[CH:13][CH:12]=2)[CH2:9][CH2:10]1, predict the reactants needed to synthesize it. (5) Given the product [CH3:32][CH:29]1[CH2:30][CH2:31][N:26]2[C:25](=[O:41])[N:24]=[C:23]([O:1][CH2:2][C:3]3[CH:4]=[CH:5][C:6]([O:11][C:12]4[CH:17]=[CH:16][C:15]([C:18]([F:19])([F:20])[F:21])=[CH:14][CH:13]=4)=[C:7]([CH:10]=3)[C:8]#[N:9])[CH:40]=[C:27]2[NH:28]1, predict the reactants needed to synthesize it. The reactants are: [OH:1][CH2:2][C:3]1[CH:4]=[CH:5][C:6]([O:11][C:12]2[CH:17]=[CH:16][C:15]([C:18]([F:21])([F:20])[F:19])=[CH:14][CH:13]=2)=[C:7]([CH:10]=1)[C:8]#[N:9].Cl[C:23]1[CH:40]=[C:27]2[N:28](C(OC(C)(C)C)=O)[CH:29]([CH3:32])[CH2:30][CH2:31][N:26]2[C:25](=[O:41])[N:24]=1. (6) Given the product [F:1][C:2]1[CH:3]=[C:4]([NH2:15])[CH:5]=[CH:6][C:7]=1[N:8]1[CH2:12][CH2:11][CH:10]([C:13]#[N:14])[CH2:9]1, predict the reactants needed to synthesize it. The reactants are: [F:1][C:2]1[CH:3]=[C:4]([N+:15]([O-])=O)[CH:5]=[CH:6][C:7]=1[N:8]1[CH2:12][CH2:11][CH:10]([C:13]#[N:14])[CH2:9]1.[Sn](Cl)(Cl)(Cl)Cl.C(=O)(O)[O-].[Na+].C(Cl)Cl. (7) Given the product [O:34]=[C:29]1[NH:30][C:31](=[O:33])[C:32](=[CH:1][C:3]2[CH:4]=[CH:5][C:6]([O:7][C:8]3[CH:9]=[CH:10][C:11]([C:14](=[CH:18][C:19]4[CH:20]=[CH:21][C:22]([CH3:25])=[CH:23][CH:24]=4)[C:15]([OH:17])=[O:16])=[CH:12][CH:13]=3)=[CH:26][CH:27]=2)[S:28]1, predict the reactants needed to synthesize it. The reactants are: [CH:1]([C:3]1[CH:27]=[CH:26][C:6]([O:7][C:8]2[CH:13]=[CH:12][C:11]([C:14](=[CH:18][C:19]3[CH:24]=[CH:23][C:22]([CH3:25])=[CH:21][CH:20]=3)[C:15]([OH:17])=[O:16])=[CH:10][CH:9]=2)=[CH:5][CH:4]=1)=O.[S:28]1[CH2:32][C:31](=[O:33])[NH:30][C:29]1=[O:34].C(O)(=O)C1C=CC=CC=1.N1CCCCC1.Cl. (8) Given the product [C:1]([C:3]1[CH:4]=[C:5]2[C:13](=[CH:14][CH:15]=1)[N:12]([CH2:26][C:25]1[CH:28]=[CH:29][CH:30]=[C:23]([F:22])[CH:24]=1)[C:11]1[CH2:10][CH2:9][CH:8]([NH:16][C:17]([CH:19]3[CH2:21][CH2:20]3)=[O:18])[CH2:7][C:6]2=1)#[N:2], predict the reactants needed to synthesize it. The reactants are: [C:1]([C:3]1[CH:4]=[C:5]2[C:13](=[CH:14][CH:15]=1)[NH:12][C:11]1[CH2:10][CH2:9][CH:8]([NH:16][C:17]([CH:19]3[CH2:21][CH2:20]3)=[O:18])[CH2:7][C:6]2=1)#[N:2].[F:22][C:23]1[CH:24]=[C:25]([CH:28]=[CH:29][CH:30]=1)[CH2:26]Br.